Dataset: NCI-60 drug combinations with 297,098 pairs across 59 cell lines. Task: Regression. Given two drug SMILES strings and cell line genomic features, predict the synergy score measuring deviation from expected non-interaction effect. (1) Drug 1: C1CCC(C1)C(CC#N)N2C=C(C=N2)C3=C4C=CNC4=NC=N3. Drug 2: CC1CCC2CC(C(=CC=CC=CC(CC(C(=O)C(C(C(=CC(C(=O)CC(OC(=O)C3CCCCN3C(=O)C(=O)C1(O2)O)C(C)CC4CCC(C(C4)OC)OCCO)C)C)O)OC)C)C)C)OC. Cell line: OVCAR3. Synergy scores: CSS=12.5, Synergy_ZIP=3.97, Synergy_Bliss=0.109, Synergy_Loewe=-16.2, Synergy_HSA=-3.37. (2) Cell line: SF-539. Drug 2: CN(CCCl)CCCl.Cl. Drug 1: CCCS(=O)(=O)NC1=C(C(=C(C=C1)F)C(=O)C2=CNC3=C2C=C(C=N3)C4=CC=C(C=C4)Cl)F. Synergy scores: CSS=14.5, Synergy_ZIP=-2.39, Synergy_Bliss=3.81, Synergy_Loewe=0.615, Synergy_HSA=3.17. (3) Drug 1: C1CC(=O)NC(=O)C1N2CC3=C(C2=O)C=CC=C3N. Drug 2: C(CCl)NC(=O)N(CCCl)N=O. Cell line: HL-60(TB). Synergy scores: CSS=16.0, Synergy_ZIP=-0.300, Synergy_Bliss=10.5, Synergy_Loewe=9.33, Synergy_HSA=9.69. (4) Drug 1: CCC1(CC2CC(C3=C(CCN(C2)C1)C4=CC=CC=C4N3)(C5=C(C=C6C(=C5)C78CCN9C7C(C=CC9)(C(C(C8N6C)(C(=O)OC)O)OC(=O)C)CC)OC)C(=O)OC)O.OS(=O)(=O)O. Drug 2: B(C(CC(C)C)NC(=O)C(CC1=CC=CC=C1)NC(=O)C2=NC=CN=C2)(O)O. Cell line: SK-OV-3. Synergy scores: CSS=2.40, Synergy_ZIP=-2.88, Synergy_Bliss=-2.13, Synergy_Loewe=-9.23, Synergy_HSA=-3.77.